This data is from Catalyst prediction with 721,799 reactions and 888 catalyst types from USPTO. The task is: Predict which catalyst facilitates the given reaction. Reactant: C[O:2][C:3](=O)[CH:4]([CH3:11])[C:5](=[CH2:10])[C:6]([O:8]C)=[O:7].COC1C=C(OC)C=CC=1C[NH2:18]. Product: [CH3:11][CH:4]1[C:3](=[O:2])[NH:18][CH2:10][CH:5]1[C:6]([OH:8])=[O:7]. The catalyst class is: 11.